Dataset: Full USPTO retrosynthesis dataset with 1.9M reactions from patents (1976-2016). Task: Predict the reactants needed to synthesize the given product. Given the product [CH3:14][O:13][C:10]1[N:11]=[CH:12][C:7]([OH:16])=[CH:8][CH:9]=1, predict the reactants needed to synthesize it. The reactants are: C([Li])CCC.Br[C:7]1[CH:8]=[CH:9][C:10]([O:13][CH3:14])=[N:11][CH:12]=1.C[O:16]B(OC)OC.C(OO)(=O)C.